This data is from Full USPTO retrosynthesis dataset with 1.9M reactions from patents (1976-2016). The task is: Predict the reactants needed to synthesize the given product. (1) Given the product [C:2]([C:7]1[O:11][C:10]([CH2:12][N:13]2[CH:17]=[CH:16][C:15]([NH:18][C:31]([C:27]3[N:28]=[CH:29][S:30][C:26]=3[C:23]3[CH:24]=[CH:25][C:20]([F:19])=[CH:21][CH:22]=3)=[O:32])=[N:14]2)=[CH:9][CH:8]=1)(=[O:6])[CH3:1], predict the reactants needed to synthesize it. The reactants are: [CH3:1][C:2]1([C:7]2[O:11][C:10]([CH2:12][N:13]3[CH:17]=[CH:16][C:15]([NH2:18])=[N:14]3)=[CH:9][CH:8]=2)[O:6]CCO1.[F:19][C:20]1[CH:25]=[CH:24][C:23]([C:26]2[S:30][CH:29]=[N:28][C:27]=2[C:31](O)=[O:32])=[CH:22][CH:21]=1. (2) Given the product [CH3:20][C:11]1[CH:12]=[CH:13][CH:14]=[C:15]([C:16]([F:19])([F:17])[F:18])[C:10]=1[NH:9][C:6]1[CH:5]=[CH:4][C:3]([CH2:2][NH:1][C:33]([C:30]2([NH:29][C:27]([C:25]3[CH:24]=[N:23][CH:22]=[N:21][CH:26]=3)=[O:28])[CH2:32][CH2:31]2)=[O:34])=[N:8][CH:7]=1, predict the reactants needed to synthesize it. The reactants are: [NH2:1][CH2:2][C:3]1[N:8]=[CH:7][C:6]([NH:9][C:10]2[C:15]([C:16]([F:19])([F:18])[F:17])=[CH:14][CH:13]=[CH:12][C:11]=2[CH3:20])=[CH:5][CH:4]=1.[N:21]1[CH:26]=[C:25]([C:27]([NH:29][C:30]2([C:33](O)=[O:34])[CH2:32][CH2:31]2)=[O:28])[CH:24]=[N:23][CH:22]=1. (3) The reactants are: [F:1][C:2]([C:5]1[N:14]=[C:13]2[C:8]([CH:9]=[C:10]([C:19]([O:21]CC)=[O:20])[C:11]([C:15]([F:18])([F:17])[F:16])=[N:12]2)=[CH:7][C:6]=1[F:24])([F:4])[CH3:3].N1C2C(=CC=CN=2)C=CC=1C(O)=O. Given the product [F:4][C:2]([C:5]1[N:14]=[C:13]2[C:8]([CH:9]=[C:10]([C:19]([OH:21])=[O:20])[C:11]([C:15]([F:17])([F:18])[F:16])=[N:12]2)=[CH:7][C:6]=1[F:24])([F:1])[CH3:3], predict the reactants needed to synthesize it. (4) Given the product [C:21]1([C:29]2[CH:30]=[CH:31][CH:32]=[CH:33][CH:34]=2)[CH:26]=[CH:25][CH:24]=[C:23]([CH2:27][N:1]2[CH:2]([C:11]3[C:16]([O:17][CH3:18])=[CH:15][N:14]=[CH:13][C:12]=3[O:19][CH3:20])[CH2:3][CH2:4][CH2:5][CH2:6][C:7]2=[O:9])[CH:22]=1, predict the reactants needed to synthesize it. The reactants are: [NH2:1][CH:2]([C:11]1[C:16]([O:17][CH3:18])=[CH:15][N:14]=[CH:13][C:12]=1[O:19][CH3:20])[CH2:3][CH2:4][CH2:5][CH2:6][C:7]([O:9]C)=O.[C:21]1([C:29]2[CH:34]=[CH:33][CH:32]=[CH:31][CH:30]=2)[CH:26]=[CH:25][CH:24]=[C:23]([CH:27]=O)[CH:22]=1.